This data is from Forward reaction prediction with 1.9M reactions from USPTO patents (1976-2016). The task is: Predict the product of the given reaction. (1) Given the reactants [CH3:1][N:2]([CH3:11])[C:3]1[N:4]=[CH:5][C:6]([CH2:9][OH:10])=[N:7][CH:8]=1, predict the reaction product. The product is: [CH3:1][N:2]([CH3:11])[C:3]1[N:4]=[CH:5][C:6]([CH:9]=[O:10])=[N:7][CH:8]=1. (2) Given the reactants [NH:1]1[C:9]2[C:4](=[CH:5][CH:6]=[CH:7][CH:8]=2)[CH2:3][CH:2]1[C:10]([OH:12])=[O:11].S(=O)(=O)(O)O.[N+:18]([O-])([OH:20])=[O:19], predict the reaction product. The product is: [N+:18]([C:7]1[CH:8]=[C:9]2[C:4]([CH2:3][CH:2]([C:10]([OH:12])=[O:11])[NH:1]2)=[CH:5][CH:6]=1)([O-:20])=[O:19]. (3) Given the reactants [NH2:1][C:2]1[N:7]([CH3:8])[C:6](=[O:9])[N:5]([CH3:10])[C:4](=[O:11])[CH:3]=1.S(=O)(=O)(O)O.[F:17][C:18](I)([F:20])[F:19].OO, predict the reaction product. The product is: [NH2:1][C:2]1[N:7]([CH3:8])[C:6](=[O:9])[N:5]([CH3:10])[C:4](=[O:11])[C:3]=1[C:18]([F:20])([F:19])[F:17]. (4) Given the reactants I[C:2]1[O:3][C:4]([C:10]2[CH:15]=[CH:14][C:13]([O:16][CH3:17])=[CH:12][CH:11]=2)=[C:5]([C:7]([NH2:9])=[O:8])[N:6]=1.[NH:18]1[C:22](B(O)O)=[CH:21][CH:20]=[N:19]1.C(=O)([O-])[O-].[Na+].[Na+], predict the reaction product. The product is: [CH3:17][O:16][C:13]1[CH:14]=[CH:15][C:10]([C:4]2[O:3][C:2]([C:20]3[NH:19][N:18]=[CH:22][CH:21]=3)=[N:6][C:5]=2[C:7]([NH2:9])=[O:8])=[CH:11][CH:12]=1. (5) Given the reactants [C:1]([O:5][C:6]([NH:8][C@H:9]([C:20]([O:22][CH:23]1[CH2:27][CH2:26][CH2:25][CH2:24]1)=[O:21])[CH2:10][C:11]1[CH:16]=[CH:15][C:14]([N+:17]([O-])=O)=[CH:13][CH:12]=1)=[O:7])([CH3:4])([CH3:3])[CH3:2], predict the reaction product. The product is: [NH2:17][C:14]1[CH:13]=[CH:12][C:11]([CH2:10][C@@H:9]([C:20]([O:22][CH:23]2[CH2:24][CH2:25][CH2:26][CH2:27]2)=[O:21])[NH:8][C:6]([O:5][C:1]([CH3:3])([CH3:4])[CH3:2])=[O:7])=[CH:16][CH:15]=1. (6) Given the reactants [C:1]1([CH:7]2[CH2:10][NH:9][CH2:8]2)[CH:6]=[CH:5][CH:4]=[CH:3][CH:2]=1.[C:11]1([CH2:17][CH2:18][CH2:19][C:20](Cl)=[O:21])[CH:16]=[CH:15][CH:14]=[CH:13][CH:12]=1.C(N(CC)CC)C, predict the reaction product. The product is: [C:11]1([CH2:17][CH2:18][CH2:19][C:20]([N:9]2[CH2:10][CH:7]([C:1]3[CH:6]=[CH:5][CH:4]=[CH:3][CH:2]=3)[CH2:8]2)=[O:21])[CH:16]=[CH:15][CH:14]=[CH:13][CH:12]=1. (7) Given the reactants [CH:1]([C:3]1[N:8]=[C:7]([C:9]([F:12])([F:11])[F:10])[N:6]=[C:5]([O:13][CH:14]2[CH2:19][CH2:18][N:17]([C:20]([O:22][C:23]([CH3:26])([CH3:25])[CH3:24])=[O:21])[CH2:16][CH2:15]2)[CH:4]=1)=O.[NH:27]1[CH2:30][CH:29]([OH:31])[CH2:28]1, predict the reaction product. The product is: [OH:31][CH:29]1[CH2:30][N:27]([CH2:1][C:3]2[N:8]=[C:7]([C:9]([F:11])([F:10])[F:12])[N:6]=[C:5]([O:13][CH:14]3[CH2:19][CH2:18][N:17]([C:20]([O:22][C:23]([CH3:26])([CH3:25])[CH3:24])=[O:21])[CH2:16][CH2:15]3)[CH:4]=2)[CH2:28]1. (8) Given the reactants [F:1][C:2]1[CH:3]=[C:4]([CH:15]=[CH:16][C:17]=1[C:18]1[O:19][C:20]2[CH:26]=[CH:25][C:24]([CH2:27][C:28]3[CH:33]=[CH:32][CH:31]=[CH:30][N:29]=3)=[CH:23][C:21]=2[CH:22]=1)[CH2:5][N:6]1[CH2:9][CH:8]([C:10]([O:12]CC)=[O:11])[CH2:7]1.[Li+].[OH-].Cl, predict the reaction product. The product is: [F:1][C:2]1[CH:3]=[C:4]([CH2:5][N:6]2[CH2:7][CH:8]([C:10]([OH:12])=[O:11])[CH2:9]2)[CH:15]=[CH:16][C:17]=1[C:18]1[O:19][C:20]2[CH:26]=[CH:25][C:24]([CH2:27][C:28]3[CH:33]=[CH:32][CH:31]=[CH:30][N:29]=3)=[CH:23][C:21]=2[CH:22]=1.[CH2:5]([NH2+:6][CH2:7][CH3:8])[CH3:4]. (9) Given the reactants BrC1C=CC=CC=1Br.C(OC(=O)C1CCNCC1)C.[Br:20][C:21]1[CH:26]=[CH:25][CH:24]=[CH:23][C:22]=1[N:27]1[CH2:32][CH2:31][CH:30]([C:33]([OH:35])=[O:34])[CH2:29][CH2:28]1.[NH2:36][C:37]1[CH:38]=[N:39][C:40]2[C:45]([CH:46]=1)=[CH:44][CH:43]=[CH:42][CH:41]=2.[Br:47][C:48]1[CH:53]=[CH:52][CH:51]=[CH:50][C:49]=1[N:54]1[CH2:59][CH2:58][CH:57]([C:60]([Cl:62])=[O:61])[CH2:56][CH2:55]1, predict the reaction product. The product is: [Br:20][C:21]1[CH:26]=[CH:25][CH:24]=[CH:23][C:22]=1[N:27]1[CH2:28][CH2:29][CH:30]([C:33]([OH:35])=[O:34])[CH2:31][CH2:32]1.[Br:47][C:48]1[CH:53]=[CH:52][CH:51]=[CH:50][C:49]=1[N:54]1[CH2:55][CH2:56][CH:57]([C:60]([Cl:62])=[O:61])[CH2:58][CH2:59]1.[N:39]1[C:40]2[C:45](=[CH:44][CH:43]=[CH:42][CH:41]=2)[CH:46]=[C:37]([NH:36][C:33]([CH:30]2[CH2:29][CH2:28][N:27]([C:22]3[CH:23]=[CH:24][CH:25]=[CH:26][C:21]=3[Br:20])[CH2:32][CH2:31]2)=[O:35])[CH:38]=1.